Predict the reaction yield, written as a fraction of the theoretical maximum amount of product (1.0 means a 100% yield; for example, 0.34 means a 34% yield). From a dataset of Reaction yield outcomes from USPTO patents with 853,638 reactions. (1) The reactants are [Br:1][C:2]1[CH:3]=[C:4]([NH2:11])[C:5]2[N:6]([CH:8]=[CH:9][N:10]=2)[CH:7]=1.C1C(=O)N([I:19])C(=O)C1. The catalyst is C1COCC1. The product is [Br:1][C:2]1[CH:3]=[C:4]([NH2:11])[C:5]2[N:6]([C:8]([I:19])=[CH:9][N:10]=2)[CH:7]=1. The yield is 0.782. (2) The catalyst is C1COCC1.O. The yield is 0.630. The product is [C:1]([O:5][C:6]([NH:7][CH2:8][C:9]1[CH:14]=[CH:13][CH:12]=[C:11]([Cl:15])[C:10]=1[CH2:16][C:34](=[O:41])[CH2:35][C:22]1[CH:21]=[CH:30][CH:29]=[CH:27][CH:28]=1)=[O:17])([CH3:4])([CH3:3])[CH3:2]. The reactants are [C:1]([O:5][C:6](=[O:17])[NH:7][CH2:8][C:9]1[CH:14]=[CH:13][CH:12]=[C:11]([Cl:15])[C:10]=1[CH3:16])([CH3:4])([CH3:3])[CH3:2].CN([CH2:21][CH2:22]N(C)C)C.[Li][CH:27]([CH2:29][CH3:30])[CH3:28].CON(C)[C:34](=[O:41])[C:35]1C=CC=CC=1. (3) The reactants are [CH3:1][CH:2]1[CH2:11][C:10](=[O:12])[NH:9][C:8]2[N:7]=[C:6]([O:13][CH2:14][CH2:15][CH2:16][CH:17]=O)[CH:5]=[CH:4][C:3]1=2.Cl.[Cl:20][C:21]1[C:26]([Cl:27])=[CH:25][CH:24]=[CH:23][C:22]=1[N:28]1[CH2:33][CH2:32][NH:31][CH2:30][CH2:29]1.C(N(CC)CC)C.C(O[BH-](OC(=O)C)OC(=O)C)(=O)C.[Na+]. The catalyst is ClCCCl. The product is [Cl:20][C:21]1[C:26]([Cl:27])=[CH:25][CH:24]=[CH:23][C:22]=1[N:28]1[CH2:33][CH2:32][N:31]([CH2:17][CH2:16][CH2:15][CH2:14][O:13][C:6]2[N:7]=[C:8]3[C:3]([CH:2]([CH3:1])[CH2:11][C:10](=[O:12])[NH:9]3)=[CH:4][CH:5]=2)[CH2:30][CH2:29]1. The yield is 0.790. (4) The reactants are [F:1][C:2]([F:7])([F:6])[C:3]([OH:5])=[O:4].[CH:8]1([CH:13]([N:17]2[CH:21]=[C:20](C3C4C=CNC=4N=CN=3)[CH:19]=[N:18]2)[CH2:14][C:15]#[CH:16])[CH2:12][CH2:11][CH2:10][CH2:9]1.C1(C(N2C=C([C:45]3[C:46]4[CH:53]=[CH:52][N:51](COCC[Si](C)(C)C)[C:47]=4[N:48]=[CH:49][N:50]=3)C=N2)CC#C)CCCC1. The catalyst is C(Cl)Cl.C(O)(C(F)(F)F)=O. The product is [F:1][C:2]([F:7])([F:6])[C:3]([OH:5])=[O:4].[CH:8]1([CH:13]([N:17]2[CH:21]=[C:20]([N:48]3[C:47]4[NH:51][CH:52]=[CH:53][C:46]=4[CH:45]=[N:50][CH2:49]3)[CH:19]=[N:18]2)[CH2:14][C:15]#[CH:16])[CH2:9][CH2:10][CH2:11][CH2:12]1. The yield is 0.600. (5) The reactants are [NH2:1][C:2]1[C:7]([N+:8]([O-:10])=[O:9])=[CH:6][C:5](Br)=[CH:4][C:3]=1[C:12]([CH:14]1[CH2:19][CH2:18][CH2:17][CH2:16][CH2:15]1)=[O:13].B1([C:26]2[CH:31]=[CH:30][CH:29]=[N:28][CH:27]=2)OCCCO1.C([O-])(O)=O.[Na+]. The catalyst is COCCOC.CCOC(C)=O. The product is [NH2:1][C:2]1[C:7]([N+:8]([O-:10])=[O:9])=[CH:6][C:5]([C:26]2[CH:27]=[N:28][CH:29]=[CH:30][CH:31]=2)=[CH:4][C:3]=1[C:12]([CH:14]1[CH2:19][CH2:18][CH2:17][CH2:16][CH2:15]1)=[O:13]. The yield is 0.890. (6) The reactants are [CH2:1]([C:3]1[C:8](=[O:9])[NH:7][C:6]([CH3:10])=[C:5]([C:11]2[S:15][C:14]([S:16](Cl)(=[O:18])=[O:17])=[CH:13][CH:12]=2)[CH:4]=1)[CH3:2].[NH2:20][CH2:21][CH:22]([C:24]1[CH:29]=[CH:28][CH:27]=[CH:26][CH:25]=1)[OH:23]. No catalyst specified. The product is [OH:23][CH:22]([C:24]1[CH:29]=[CH:28][CH:27]=[CH:26][CH:25]=1)[CH2:21][NH:20][S:16]([C:14]1[S:15][C:11]([C:5]2[CH:4]=[C:3]([CH2:1][CH3:2])[C:8](=[O:9])[NH:7][C:6]=2[CH3:10])=[CH:12][CH:13]=1)(=[O:18])=[O:17]. The yield is 0.580. (7) The product is [C:23]([C:26]1[CH:31]=[CH:30][C:29]([C:2]2[CH:22]=[CH:21][C:5]([O:6][CH2:7][CH:8]3[CH2:13][CH2:12][N:11]([C:14]([O:16][C:17]([CH3:20])([CH3:19])[CH3:18])=[O:15])[CH2:10][CH2:9]3)=[CH:4][CH:3]=2)=[CH:28][CH:27]=1)(=[O:25])[CH3:24]. The catalyst is O1CCOCC1. The yield is 0.720. The reactants are Br[C:2]1[CH:22]=[CH:21][C:5]([O:6][CH2:7][CH:8]2[CH2:13][CH2:12][N:11]([C:14]([O:16][C:17]([CH3:20])([CH3:19])[CH3:18])=[O:15])[CH2:10][CH2:9]2)=[CH:4][CH:3]=1.[C:23]([C:26]1[CH:31]=[CH:30][C:29](B(O)O)=[CH:28][CH:27]=1)(=[O:25])[CH3:24].O.C([O-])([O-])=O.[Cs+].[Cs+].